Dataset: Reaction yield outcomes from USPTO patents with 853,638 reactions. Task: Predict the reaction yield, written as a fraction of the theoretical maximum amount of product (1.0 means a 100% yield; for example, 0.34 means a 34% yield). (1) The reactants are Cl.O1CCOCC1.[NH2:8][C:9](=[O:27])[CH2:10][CH:11]([NH:19]C(=O)OC(C)(C)C)[C:12]1[CH:17]=[CH:16][C:15]([Cl:18])=[CH:14][CH:13]=1. The catalyst is C(Cl)Cl. The product is [NH2:19][CH:11]([C:12]1[CH:13]=[CH:14][C:15]([Cl:18])=[CH:16][CH:17]=1)[CH2:10][C:9]([NH2:8])=[O:27]. The yield is 0.346. (2) The reactants are [Br:1][C:2]1[CH:9]=[CH:8][C:5]([CH:6]=[O:7])=[C:4]([F:10])[CH:3]=1.O.C1(C)C=CC(S(O)(=O)=O)=CC=1.[CH2:23](O)[CH2:24][OH:25].C([O-])(O)=O.[Na+]. The catalyst is C1C=CC=CC=1.CCO. The product is [Br:1][C:2]1[CH:9]=[CH:8][C:5]([CH:6]2[O:25][CH2:24][CH2:23][O:7]2)=[C:4]([F:10])[CH:3]=1. The yield is 0.990. (3) The reactants are [OH:1][C:2]1[CH:7]=[CH:6][C:5]([CH2:8][CH2:9][C:10]([O:12][CH2:13][CH3:14])=[O:11])=[CH:4][CH:3]=1.[H-].[Na+].Br[CH2:18][CH2:19][CH2:20][C:21]1[CH:26]=[CH:25][CH:24]=[CH:23][CH:22]=1.O. The catalyst is CN(C)C=O. The product is [C:21]1([CH2:20][CH2:19][CH2:18][O:1][C:2]2[CH:3]=[CH:4][C:5]([CH2:8][CH2:9][C:10]([O:12][CH2:13][CH3:14])=[O:11])=[CH:6][CH:7]=2)[CH:26]=[CH:25][CH:24]=[CH:23][CH:22]=1. The yield is 0.460. (4) The reactants are [CH3:1][Li].[NH2:3][C:4]1[C:15]([Cl:16])=[CH:14][CH:13]=[C:12]([Cl:17])[C:5]=1[C:6](N(OC)C)=[O:7]. The catalyst is O1CCCC1.O. The product is [NH2:3][C:4]1[C:15]([Cl:16])=[CH:14][CH:13]=[C:12]([Cl:17])[C:5]=1[C:6](=[O:7])[CH3:1]. The yield is 0.290. (5) The yield is 0.940. The product is [CH3:14][C:7]1[CH:6]=[C:5]([CH:3]2[CH2:2][O:4]2)[CH:10]=[CH:9][C:8]=1[N+:11]([O-:13])=[O:12]. The catalyst is C(O)C.CCOC(C)=O. The reactants are Br[CH2:2][C:3]([C:5]1[CH:10]=[CH:9][C:8]([N+:11]([O-:13])=[O:12])=[C:7]([CH3:14])[CH:6]=1)=[O:4].ClCC(C1C=CC([N+]([O-])=O)=C(C)C=1)=O.[BH4-].[Na+].C[O-].[Na+].